This data is from Reaction yield outcomes from USPTO patents with 853,638 reactions. The task is: Predict the reaction yield, written as a fraction of the theoretical maximum amount of product (1.0 means a 100% yield; for example, 0.34 means a 34% yield). The reactants are Cl[CH2:2][CH:3]1[CH:5]([C:6]([O:8]CC)=O)[C:4]1([C:12]1[CH:17]=[CH:16][CH:15]=[C:14]([C:18]#[N:19])[CH:13]=1)[CH3:11].C(=O)([O-])O.[Na+].[CH2:25]([NH2:31])[CH2:26][CH2:27][CH2:28][CH2:29][CH3:30]. The catalyst is CN(C)C=O. The product is [CH2:25]([N:31]1[CH2:2][CH:3]2[CH:5]([C:4]2([C:12]2[CH:13]=[C:14]([CH:15]=[CH:16][CH:17]=2)[C:18]#[N:19])[CH3:11])[C:6]1=[O:8])[CH2:26][CH2:27][CH2:28][CH2:29][CH3:30]. The yield is 0.350.